Dataset: Full USPTO retrosynthesis dataset with 1.9M reactions from patents (1976-2016). Task: Predict the reactants needed to synthesize the given product. (1) The reactants are: [Cl:1][C:2]1[CH:10]=[CH:9][CH:8]=[C:7]2[C:3]=1[C:4]([C:17]([OH:19])=O)=[CH:5][N:6]2[CH2:11][CH:12]1[CH2:16][CH2:15][O:14][CH2:13]1.Cl.[NH2:21][CH2:22][C:23]1([OH:31])[CH2:28][CH2:27][C:26]([F:30])([F:29])[CH2:25][CH2:24]1.CCN=C=NCCCN(C)C.C1C=CC2N(O)N=NC=2C=1. Given the product [Cl:1][C:2]1[CH:10]=[CH:9][CH:8]=[C:7]2[C:3]=1[C:4]([C:17]([NH:21][CH2:22][C:23]1([OH:31])[CH2:24][CH2:25][C:26]([F:30])([F:29])[CH2:27][CH2:28]1)=[O:19])=[CH:5][N:6]2[CH2:11][CH:12]1[CH2:16][CH2:15][O:14][CH2:13]1, predict the reactants needed to synthesize it. (2) Given the product [CH3:46][N:48]([CH3:49])[C:26](=[O:27])[CH2:25][C@@H:24]([N:14]([C:7]1[CH:6]=[C:5]([C:4]#[C:3][C:2]([CH3:31])([CH3:30])[CH3:1])[S:9][C:8]=1[C:10]([O:12][CH3:13])=[O:11])[C:15]([C@H:17]1[CH2:22][CH2:21][C@H:20]([CH3:23])[CH2:19][CH2:18]1)=[O:16])[CH3:29], predict the reactants needed to synthesize it. The reactants are: [CH3:1][C:2]([CH3:31])([CH3:30])[C:3]#[C:4][C:5]1[S:9][C:8]([C:10]([O:12][CH3:13])=[O:11])=[C:7]([N:14]([C@@H:24]([CH3:29])[CH2:25][C:26](O)=[O:27])[C:15]([C@H:17]2[CH2:22][CH2:21][C@H:20]([CH3:23])[CH2:19][CH2:18]2)=[O:16])[CH:6]=1.C(Cl)CCl.C1C=CC2N(O)N=NC=2C=1.[CH2:46]([N:48](CC)[CH2:49]C)C.CNC. (3) Given the product [F:24][C:25]1[CH:26]=[C:27]([CH2:31][CH2:32][N:33]2[C:10](=[O:11])[C:5]3[C:6](=[CH:22][CH:23]=[C:3]([O:2][CH3:1])[CH:4]=3)[N:7]=[C:8]2[C:12]2[CH:17]=[CH:16][CH:15]=[CH:14][C:13]=2[OH:18])[CH:28]=[CH:29][CH:30]=1, predict the reactants needed to synthesize it. The reactants are: [CH3:1][O:2][C:3]1[CH:23]=[CH:22][C:6]2[N:7]=[C:8]([C:12]3[CH:17]=[CH:16][CH:15]=[CH:14][C:13]=3[O:18]C(=O)C)O[C:10](=[O:11])[C:5]=2[CH:4]=1.[F:24][C:25]1[CH:26]=[C:27]([CH2:31][CH2:32][NH2:33])[CH:28]=[CH:29][CH:30]=1. (4) Given the product [C:13]1([C:2]([OH:1])([C:3]([C:5]2[CH:10]=[CH:9][CH:8]=[CH:7][CH:6]=2)=[O:4])[CH2:11][O:12][C:28](=[O:29])[CH2:27][CH2:26][Cl:25])[CH:18]=[CH:17][CH:16]=[CH:15][CH:14]=1, predict the reactants needed to synthesize it. The reactants are: [OH:1][C:2]([C:13]1[CH:18]=[CH:17][CH:16]=[CH:15][CH:14]=1)([CH2:11][OH:12])[C:3]([C:5]1[CH:10]=[CH:9][CH:8]=[CH:7][CH:6]=1)=[O:4].N1C=CC=CC=1.[Cl:25][CH2:26][CH2:27][C:28](Cl)=[O:29].C(OCC)(=O)C. (5) Given the product [F:1][CH:2]([CH2:15][N:16]1[CH:21]=[CH:20][C:19]([NH:22][C:23](=[O:31])[CH2:24][C:25]2[CH:26]=[CH:27][CH:28]=[CH:29][CH:30]=2)=[CH:18][C:17]1=[O:32])[CH2:3][CH2:4][N:5]1[CH:9]=[C:8]([C:10]([OH:12])=[O:11])[N:7]=[N:6]1, predict the reactants needed to synthesize it. The reactants are: [F:1][CH:2]([CH2:15][N:16]1[CH:21]=[CH:20][C:19]([NH:22][C:23](=[O:31])[CH2:24][C:25]2[CH:30]=[CH:29][CH:28]=[CH:27][CH:26]=2)=[CH:18][C:17]1=[O:32])[CH2:3][CH2:4][N:5]1[CH:9]=[C:8]([C:10]([O:12]CC)=[O:11])[N:7]=[N:6]1.[Li+].[OH-]. (6) Given the product [ClH:19].[Cl:19][C:16]1[CH:17]=[CH:18][C:13]([CH2:12][CH:11]2[C:10]3[CH:9]=[C:8]([CH2:20][CH2:21][CH2:22][NH:23][S:24]([CH2:27][CH:28]4[CH2:29][CH2:30]4)(=[O:26])=[O:25])[CH:7]=[CH:6][C:5]=3[CH2:4][CH2:3][CH:2]2[N:1]([CH2:31][CH3:32])[CH2:35][CH3:36])=[CH:14][CH:15]=1, predict the reactants needed to synthesize it. The reactants are: [NH2:1][CH:2]1[CH:11]([CH2:12][C:13]2[CH:18]=[CH:17][C:16]([Cl:19])=[CH:15][CH:14]=2)[C:10]2[CH:9]=[C:8]([CH2:20][CH2:21][CH2:22][NH:23][S:24]([CH2:27][CH:28]3[CH2:30][CH2:29]3)(=[O:26])=[O:25])[CH:7]=[CH:6][C:5]=2[CH2:4][CH2:3]1.[C:31](O)(=O)[CH3:32].[CH:35](=O)[CH3:36].C(O[BH-](OC(=O)C)OC(=O)C)(=O)C.[Na+]. (7) Given the product [CH3:1][O:2][C:3]1[CH:25]=[CH:24][C:6]([CH2:7][N:8]2[C:17]3[C:12](=[N:13][CH:14]=[C:15]([N:18]4[CH2:21][CH:20]([N:32]5[CH2:33][CH2:34][N:29]([CH:26]([CH3:28])[CH3:27])[CH2:30][CH2:31]5)[CH2:19]4)[CH:16]=3)[CH:11]=[CH:10][C:9]2=[O:23])=[CH:5][CH:4]=1, predict the reactants needed to synthesize it. The reactants are: [CH3:1][O:2][C:3]1[CH:25]=[CH:24][C:6]([CH2:7][N:8]2[C:17]3[C:12](=[N:13][CH:14]=[C:15]([N:18]4[CH2:21][C:20](=O)[CH2:19]4)[CH:16]=3)[CH:11]=[CH:10][C:9]2=[O:23])=[CH:5][CH:4]=1.[CH:26]([N:29]1[CH2:34][CH2:33][NH:32][CH2:31][CH2:30]1)([CH3:28])[CH3:27].[BH-](OC(C)=O)(OC(C)=O)OC(C)=O.[Na+]. (8) Given the product [CH:10]([O:8][C:7]([CH:1]1[CH2:6][CH2:5][CH2:4][CH2:3][CH2:2]1)=[O:9])([CH3:15])[CH3:11], predict the reactants needed to synthesize it. The reactants are: [CH:1]1([C:7]([OH:9])=[O:8])[CH2:6][CH2:5][CH2:4][CH2:3][CH2:2]1.[CH2:10]1[CH2:15]CCC[CH2:11]1.CC1C=CC(S(O)(=O)=O)=CC=1. (9) The reactants are: [C:1]([O:4][C:5](=O)[CH3:6])(=[O:3])[CH3:2].N1C=CC=CC=1.O[C:15]1[CH:37]=[CH:36][C:35]([O:38][CH3:39])=[CH:34][C:16]=1[CH2:17][NH:18][C:19]1[CH:24]=[C:23]([F:25])[CH:22]=[CH:21][C:20]=1[O:26][C:27]1[CH:32]=[CH:31][C:30]([Br:33])=[CH:29][CH:28]=1.Cl.C(OCC)(=[O:43])C. Given the product [C:1]([O:4][C:5]1[CH:6]=[CH:34][C:35]([O:38][CH3:39])=[CH:36][C:37]=1[CH2:15][CH2:16][C:17]([NH:18][C:19]1[CH:24]=[C:23]([F:25])[CH:22]=[CH:21][C:20]=1[O:26][C:27]1[CH:28]=[CH:29][C:30]([Br:33])=[CH:31][CH:32]=1)=[O:43])(=[O:3])[CH3:2], predict the reactants needed to synthesize it.